Task: Predict the reactants needed to synthesize the given product.. Dataset: Full USPTO retrosynthesis dataset with 1.9M reactions from patents (1976-2016) (1) Given the product [C:31]([O:30][C:28]([N:25]1[CH2:24][CH2:23][C:22]([NH:35][C:15]([C:7]2[CH:6]=[CH:5][C:4]([CH:1]3[CH2:2][CH2:3]3)=[C:9]([O:10][CH2:11][CH:12]3[CH2:13][CH2:14]3)[N:8]=2)=[O:17])([CH2:21][C:20]([O:19][CH3:18])=[O:36])[CH2:27][CH2:26]1)=[O:29])([CH3:33])([CH3:34])[CH3:32], predict the reactants needed to synthesize it. The reactants are: [CH:1]1([C:4]2[CH:5]=[CH:6][C:7]([C:15]([OH:17])=O)=[N:8][C:9]=2[O:10][CH2:11][CH:12]2[CH2:14][CH2:13]2)[CH2:3][CH2:2]1.[CH3:18][O:19][C:20](=[O:36])[CH2:21][C:22]1([NH2:35])[CH2:27][CH2:26][N:25]([C:28]([O:30][C:31]([CH3:34])([CH3:33])[CH3:32])=[O:29])[CH2:24][CH2:23]1. (2) The reactants are: [CH:1]1([C:4]2[N:8]=[C:7]([C:9]3[N:10]=[CH:11][N:12]4[C:18]=3[CH2:17][NH:16][C:15](=O)[C:14]3[CH:20]=[C:21]([O:24][CH3:25])[CH:22]=[CH:23][C:13]4=3)[O:6][N:5]=2)[CH2:3][CH2:2]1.CN(C)C1C=CC(C)=CC=1.P(Br)(Br)(Br)=O.[NH2:41][NH2:42]. Given the product [CH:1]1([C:4]2[N:8]=[C:7]([C:9]3[N:10]=[CH:11][N:12]4[C:18]=3[CH2:17][N:16]=[C:15]([NH:41][NH2:42])[C:14]3[CH:20]=[C:21]([O:24][CH3:25])[CH:22]=[CH:23][C:13]4=3)[O:6][N:5]=2)[CH2:3][CH2:2]1, predict the reactants needed to synthesize it. (3) Given the product [OH:6][C@@H:3]([C:2]([CH3:8])([CH3:7])[CH3:1])[CH2:4][O:5][S:21]([C:18]1[CH:19]=[CH:20][C:15]([CH3:25])=[CH:16][CH:17]=1)(=[O:23])=[O:22], predict the reactants needed to synthesize it. The reactants are: [CH3:1][C:2]([CH3:8])([CH3:7])[C@H:3]([OH:6])[CH2:4][OH:5].N1C=CC=CC=1.[C:15]1([CH3:25])[CH:20]=[CH:19][C:18]([S:21](Cl)(=[O:23])=[O:22])=[CH:17][CH:16]=1. (4) Given the product [C:1]([O-:6])(=[O:5])[C:2]([CH3:4])=[CH2:3].[C:7]([O:12][CH2:13][CH2:14][OH:15])(=[O:11])[C:8]([CH3:10])=[CH2:9].[C:1]([OH:6])(=[O:5])[C:2]([CH3:4])=[CH2:3], predict the reactants needed to synthesize it. The reactants are: [C:1]([O-:6])(=[O:5])[C:2]([CH3:4])=[CH2:3].[C:7]([O:12][CH2:13][CH2:14][OH:15])(=[O:11])[C:8]([CH3:10])=[CH2:9].CC(N=NC(C#N)(C)C)(C#N)C.C1(=O)CCCCC1. (5) Given the product [CH:22]1[C:17](=[O:13])[CH2:18][CH2:19][CH:20]2[C:21]=1[CH2:26][CH2:27][CH2:28][CH2:23]2, predict the reactants needed to synthesize it. The reactants are: C1(C)C=CC=CC=1.C(C(C)=O)=C.[O:13]1[C:17]2([CH2:22][CH2:21][CH:20]([CH:23]3[CH2:28][CH2:27][C:26](N4CCCC4)=CC3)[CH2:19][CH2:18]2)OCC1.C([O-])(=O)C.[Na+]. (6) The reactants are: [C:1]([C:3]1[CH:8]=[C:7]([O:9][CH3:10])[C:6]([O:11][CH2:12][CH2:13][O:14][CH3:15])=[CH:5][C:4]=1[N:16]=[CH:17][N:18](C)C)#[N:2].C[O:22][C:23]1[CH:29]=[CH:28][C:27]([O:30]C)=[CH:26][C:24]=1N. Given the product [CH3:10][O:9][C:7]1[CH:8]=[C:3]2[C:4](=[CH:5][C:6]=1[O:11][CH2:12][CH2:13][O:14][CH3:15])[N:16]=[CH:17][N:18]=[C:1]2[NH:2][C:24]1[C:23]([CH:29]=[CH:28][C:27](=[O:30])[CH:26]=1)=[O:22], predict the reactants needed to synthesize it.